Dataset: NCI-60 drug combinations with 297,098 pairs across 59 cell lines. Task: Regression. Given two drug SMILES strings and cell line genomic features, predict the synergy score measuring deviation from expected non-interaction effect. (1) Drug 1: CC1CCC2CC(C(=CC=CC=CC(CC(C(=O)C(C(C(=CC(C(=O)CC(OC(=O)C3CCCCN3C(=O)C(=O)C1(O2)O)C(C)CC4CCC(C(C4)OC)O)C)C)O)OC)C)C)C)OC. Drug 2: CNC(=O)C1=NC=CC(=C1)OC2=CC=C(C=C2)NC(=O)NC3=CC(=C(C=C3)Cl)C(F)(F)F. Cell line: MOLT-4. Synergy scores: CSS=42.8, Synergy_ZIP=8.02, Synergy_Bliss=10.9, Synergy_Loewe=-23.9, Synergy_HSA=4.91. (2) Drug 1: C1=CC(=C2C(=C1NCCNCCO)C(=O)C3=C(C=CC(=C3C2=O)O)O)NCCNCCO. Drug 2: CCC1(CC2CC(C3=C(CCN(C2)C1)C4=CC=CC=C4N3)(C5=C(C=C6C(=C5)C78CCN9C7C(C=CC9)(C(C(C8N6C)(C(=O)OC)O)OC(=O)C)CC)OC)C(=O)OC)O.OS(=O)(=O)O. Cell line: NCIH23. Synergy scores: CSS=57.7, Synergy_ZIP=-0.781, Synergy_Bliss=-0.896, Synergy_Loewe=-0.193, Synergy_HSA=2.08. (3) Drug 1: CC1=C(C(=CC=C1)Cl)NC(=O)C2=CN=C(S2)NC3=CC(=NC(=N3)C)N4CCN(CC4)CCO. Drug 2: CS(=O)(=O)OCCCCOS(=O)(=O)C. Cell line: OVCAR3. Synergy scores: CSS=3.63, Synergy_ZIP=-7.56, Synergy_Bliss=-4.65, Synergy_Loewe=-29.4, Synergy_HSA=-5.34. (4) Drug 2: C(CCl)NC(=O)N(CCCl)N=O. Cell line: SW-620. Synergy scores: CSS=9.59, Synergy_ZIP=-3.54, Synergy_Bliss=0.177, Synergy_Loewe=0.459, Synergy_HSA=0.498. Drug 1: COC1=C(C=C2C(=C1)N=CN=C2NC3=CC(=C(C=C3)F)Cl)OCCCN4CCOCC4. (5) Drug 1: CNC(=O)C1=CC=CC=C1SC2=CC3=C(C=C2)C(=NN3)C=CC4=CC=CC=N4. Drug 2: C1=CC(=CC=C1CC(C(=O)O)N)N(CCCl)CCCl.Cl. Cell line: BT-549. Synergy scores: CSS=14.8, Synergy_ZIP=-2.65, Synergy_Bliss=2.99, Synergy_Loewe=0.0131, Synergy_HSA=0.295. (6) Drug 1: C1=CC=C(C(=C1)C(C2=CC=C(C=C2)Cl)C(Cl)Cl)Cl. Drug 2: CC12CCC3C(C1CCC2OP(=O)(O)O)CCC4=C3C=CC(=C4)OC(=O)N(CCCl)CCCl.[Na+]. Cell line: BT-549. Synergy scores: CSS=4.86, Synergy_ZIP=2.80, Synergy_Bliss=-0.583, Synergy_Loewe=-5.26, Synergy_HSA=-2.90. (7) Drug 1: C1=C(C(=O)NC(=O)N1)N(CCCl)CCCl. Drug 2: CS(=O)(=O)OCCCCOS(=O)(=O)C. Cell line: SNB-75. Synergy scores: CSS=13.5, Synergy_ZIP=-7.90, Synergy_Bliss=0.992, Synergy_Loewe=-12.8, Synergy_HSA=0.941. (8) Drug 1: C1CCC(C1)C(CC#N)N2C=C(C=N2)C3=C4C=CNC4=NC=N3. Drug 2: CCC1(CC2CC(C3=C(CCN(C2)C1)C4=CC=CC=C4N3)(C5=C(C=C6C(=C5)C78CCN9C7C(C=CC9)(C(C(C8N6C)(C(=O)OC)O)OC(=O)C)CC)OC)C(=O)OC)O.OS(=O)(=O)O. Cell line: TK-10. Synergy scores: CSS=17.0, Synergy_ZIP=-5.99, Synergy_Bliss=0.606, Synergy_Loewe=-9.69, Synergy_HSA=1.18.